Dataset: Forward reaction prediction with 1.9M reactions from USPTO patents (1976-2016). Task: Predict the product of the given reaction. Given the reactants O=[C:2]([N:11]1[CH2:15][CH2:14][CH2:13][CH2:12]1)[CH2:3][C:4]1[CH:5]=[C:6]([CH:8]=[CH:9][CH:10]=1)[NH2:7].[H-].[Al+3].[Li+].[H-].[H-].[H-].O.[OH-].[Na+], predict the reaction product. The product is: [N:11]1([CH2:2][CH2:3][C:4]2[CH:5]=[C:6]([CH:8]=[CH:9][CH:10]=2)[NH2:7])[CH2:15][CH2:14][CH2:13][CH2:12]1.